Dataset: Catalyst prediction with 721,799 reactions and 888 catalyst types from USPTO. Task: Predict which catalyst facilitates the given reaction. Reactant: Br[CH2:2][C:3]([C:5]1[CH:10]=[CH:9][CH:8]=[C:7]([N+:11]([O-:13])=[O:12])[CH:6]=1)=O.[C:14]([C:17]1[CH:18]=[N:19][CH:20]=[CH:21][CH:22]=1)(=[S:16])[NH2:15].C(OCC)(=O)C.C(=O)(O)[O-].[Na+]. Product: [N+:11]([C:7]1[CH:6]=[C:5]([C:3]2[N:15]=[C:14]([C:17]3[CH:18]=[N:19][CH:20]=[CH:21][CH:22]=3)[S:16][CH:2]=2)[CH:10]=[CH:9][CH:8]=1)([O-:13])=[O:12]. The catalyst class is: 8.